Task: Predict the product of the given reaction.. Dataset: Forward reaction prediction with 1.9M reactions from USPTO patents (1976-2016) (1) Given the reactants [OH2:1].O.O.[C:4]([O-:9])(=[O:8])[C:5]([O-:7])=[O:6].[Co+3:10].[K+:11].[C:12]([O-:17])(=[O:16])[C:13]([O-:15])=[O:14].[CH4:18], predict the reaction product. The product is: [OH2:6].[OH2:14].[OH2:1].[C:4]([O-:9])(=[O:8])[C:5]([O-:7])=[O:6].[Co+3:10].[K+:11].[C:12]([O-:17])(=[O:16])[C:13]([O-:15])=[O:14].[CH4:18].[C:4]([O-:9])(=[O:8])[C:5]([O-:7])=[O:6].[Co+3:10].[K+:11].[C:4]([O-:9])(=[O:8])[C:5]([O-:7])=[O:6]. (2) Given the reactants [CH2:1]([C:3]1([CH3:13])[C:11]2[C:6](=[CH:7][CH:8]=[CH:9][CH:10]=2)[NH:5][C:4]1=[O:12])[CH3:2].C(O)(=O)C.[Br:18]Br.S([O-])([O-])(=O)=S.[Na+].[Na+], predict the reaction product. The product is: [Br:18][C:9]1[CH:10]=[C:11]2[C:6](=[CH:7][CH:8]=1)[NH:5][C:4](=[O:12])[C:3]2([CH2:1][CH3:2])[CH3:13].